Dataset: Reaction yield outcomes from USPTO patents with 853,638 reactions. Task: Predict the reaction yield, written as a fraction of the theoretical maximum amount of product (1.0 means a 100% yield; for example, 0.34 means a 34% yield). (1) The reactants are [Cl:1][C:2]1[C:3]([N:29]2[CH2:33][C@H:32]([O:34][Si](C(C)(C)C)(C)C)[CH2:31][C@H:30]2[C:42]([O:44][CH3:45])=[O:43])=[N:4][CH:5]=[C:6]([C:8]2[N:12]=[C:11]([C:13]3[CH:18]=[CH:17][C:16]([C:19]4[CH:24]=[CH:23][CH:22]=[CH:21][C:20]=4[CH3:25])=[C:15]([CH2:26][O:27][CH3:28])[CH:14]=3)[O:10][N:9]=2)[CH:7]=1.[F-].C([N+](CCCC)(CCCC)CCCC)CCC. The catalyst is C1COCC1.C(Cl)Cl.O. The product is [Cl:1][C:2]1[C:3]([N:29]2[CH2:33][C@H:32]([OH:34])[CH2:31][C@H:30]2[C:42]([O:44][CH3:45])=[O:43])=[N:4][CH:5]=[C:6]([C:8]2[N:12]=[C:11]([C:13]3[CH:18]=[CH:17][C:16]([C:19]4[CH:24]=[CH:23][CH:22]=[CH:21][C:20]=4[CH3:25])=[C:15]([CH2:26][O:27][CH3:28])[CH:14]=3)[O:10][N:9]=2)[CH:7]=1. The yield is 0.880. (2) The reactants are Cl[C:2]1[N:3]=[CH:4][C:5]2[C:10]([CH:11]=1)=[CH:9][CH:8]=[CH:7][CH:6]=2.[NH:12]1[CH2:17][CH2:16][NH:15][CH2:14][CH2:13]1. The catalyst is C(O)CO. The product is [N:12]1([C:2]2[N:3]=[CH:4][C:5]3[C:10]([CH:11]=2)=[CH:9][CH:8]=[CH:7][CH:6]=3)[CH2:17][CH2:16][NH:15][CH2:14][CH2:13]1. The yield is 0.500. (3) The reactants are C1(C)C=CC=CC=1.I[C:9]1[CH:10]=[CH:11][C:12]2[N:13]([CH:15]=[CH:16][N:17]=2)[CH:14]=1.N1C2C(=CC=C3C=2N=CC=C3)C=CC=1.[C:32](=O)([O-])[O-:33].[Cs+].[Cs+]. The catalyst is [Cu]I.C(OCC)(=O)C.O.CO. The product is [CH3:32][O:33][C:9]1[CH:10]=[CH:11][C:12]2[N:13]([CH:15]=[CH:16][N:17]=2)[CH:14]=1. The yield is 0.590. (4) The reactants are C([Si](C)(C)[O:6][CH2:7][C@H:8]([CH2:19][N:20]1[CH:28]=[N:27][C:26]2[C:21]1=[N:22][C:23]([NH2:30])=[N:24][C:25]=2Cl)[C@H:9]([O:11][Si](C(C)(C)C)(C)C)[CH3:10])(C)(C)C.C(O)(C(F)(F)F)=[O:34]. The catalyst is O. The product is [NH2:30][C:23]1[NH:24][C:25](=[O:34])[C:26]2[N:27]=[CH:28][N:20]([CH2:19][C@H:8]([C@H:9]([OH:11])[CH3:10])[CH2:7][OH:6])[C:21]=2[N:22]=1. The yield is 0.700. (5) The reactants are [F:1][C:2]1[CH:7]=[CH:6][C:5]([SH:8])=[CH:4][CH:3]=1.I[CH2:10][CH3:11].C(N(CC)CC)C. The catalyst is O1CCCC1. The product is [CH2:10]([S:8][C:5]1[CH:6]=[CH:7][C:2]([F:1])=[CH:3][CH:4]=1)[CH3:11]. The yield is 0.810. (6) The reactants are Br[C:2]1[CH:3]=[N:4][CH:5]=[C:6]([N+:9]([O-:11])=[O:10])[C:7]=1[NH2:8].[N:12]1[CH:17]=[CH:16][CH:15]=[C:14](B(O)O)[CH:13]=1.C([O-])([O-])=O.[Na+].[Na+]. The catalyst is Cl[Pd](Cl)([P](C1C=CC=CC=1)(C1C=CC=CC=1)C1C=CC=CC=1)[P](C1C=CC=CC=1)(C1C=CC=CC=1)C1C=CC=CC=1.O1CCOCC1. The product is [N+:9]([C:6]1[C:7]([NH2:8])=[C:2]([C:14]2[CH:13]=[N:12][CH:17]=[CH:16][CH:15]=2)[CH:3]=[N:4][CH:5]=1)([O-:11])=[O:10]. The yield is 0.870. (7) The reactants are Cl.[Br:2][C:3]1[CH:4]=[C:5]([CH2:9][NH2:10])[CH:6]=[CH:7][CH:8]=1.C[O-].[Na+].[CH2:14]([O:16][CH:17]([O:22][CH2:23][CH3:24])[C:18](=[NH:21])OC)[CH3:15]. The catalyst is CO. The product is [Br:2][C:3]1[CH:4]=[C:5]([CH:6]=[CH:7][CH:8]=1)[CH2:9][NH:10][C:18](=[NH:21])[CH:17]([O:22][CH2:23][CH3:24])[O:16][CH2:14][CH3:15]. The yield is 0.510. (8) The reactants are [H-].[Na+].CN(C)C=O.[CH2:8]([O:15][C:16]1[CH:32]=[CH:31][C:19]2[N:20]([CH2:29][CH3:30])[C:21](=[O:28])[CH:22]([CH3:27])[C:23](=[O:26])[N:24]([CH3:25])[C:18]=2[CH:17]=1)[C:9]1[CH:14]=[CH:13][CH:12]=[CH:11][CH:10]=1.[CH2:33](I)[CH2:34][CH2:35][CH3:36]. The catalyst is C(OCC)(=O)C. The product is [CH2:8]([O:15][C:16]1[CH:32]=[CH:31][C:19]2[N:20]([CH2:29][CH3:30])[C:21](=[O:28])[C:22]([CH2:33][CH2:34][CH2:35][CH3:36])([CH3:27])[C:23](=[O:26])[N:24]([CH3:25])[C:18]=2[CH:17]=1)[C:9]1[CH:10]=[CH:11][CH:12]=[CH:13][CH:14]=1. The yield is 0.890. (9) The reactants are [NH2:1][CH2:2][CH2:3][OH:4].C(N(CC)CC)C.[C:12](O[C:12]([O:14][C:15]([CH3:18])([CH3:17])[CH3:16])=[O:13])([O:14][C:15]([CH3:18])([CH3:17])[CH3:16])=[O:13]. The catalyst is O1CCCC1.C(OCC)(=O)C. The product is [C:15]([O:14][C:12](=[O:13])[NH:1][CH2:2][CH2:3][OH:4])([CH3:18])([CH3:17])[CH3:16]. The yield is 0.920. (10) The reactants are [NH2:1][C:2]1[N:9]=[CH:8][CH:7]=[CH:6][C:3]=1[CH:4]=O.[C:10]([O:14][C:15]([NH:17][CH2:18][CH2:19][CH2:20][C:21](=O)[CH2:22]P(=O)(OC)OC)=[O:16])([CH3:13])([CH3:12])[CH3:11].[OH-].[Na+]. The catalyst is CO. The product is [N:1]1[C:2]2[C:3](=[CH:6][CH:7]=[CH:8][N:9]=2)[CH:4]=[CH:22][C:21]=1[CH2:20][CH2:19][CH2:18][NH:17][C:15](=[O:16])[O:14][C:10]([CH3:13])([CH3:12])[CH3:11]. The yield is 0.900.